This data is from Forward reaction prediction with 1.9M reactions from USPTO patents (1976-2016). The task is: Predict the product of the given reaction. (1) Given the reactants [CH2:1]([N:8]1[CH2:12][CH:11]([C:13]([O:15]CC)=[O:14])[C:10]2([C:26]3[C:21](=[CH:22][CH:23]=[CH:24][CH:25]=3)[CH2:20][CH2:19][CH2:18]2)[CH2:9]1)[C:2]1[CH:7]=[CH:6][CH:5]=[CH:4][CH:3]=1.[OH-].[Na+].Cl, predict the reaction product. The product is: [CH2:1]([N:8]1[CH2:12][CH:11]([C:13]([OH:15])=[O:14])[C:10]2([C:26]3[C:21](=[CH:22][CH:23]=[CH:24][CH:25]=3)[CH2:20][CH2:19][CH2:18]2)[CH2:9]1)[C:2]1[CH:7]=[CH:6][CH:5]=[CH:4][CH:3]=1. (2) Given the reactants [CH3:1][C:2]1[CH:9]=[C:8]([OH:10])[CH:7]=[C:6]([CH3:11])[C:3]=1[CH:4]=[O:5].[CH2:12](Br)[C:13]1[CH:18]=[CH:17][CH:16]=[CH:15][CH:14]=1.C(=O)([O-])[O-].[K+].[K+], predict the reaction product. The product is: [CH2:12]([O:10][C:8]1[CH:9]=[C:2]([CH3:1])[C:3]([CH:4]=[O:5])=[C:6]([CH3:11])[CH:7]=1)[C:13]1[CH:18]=[CH:17][CH:16]=[CH:15][CH:14]=1. (3) The product is: [ClH:23].[N:1]12[CH2:6][CH2:5][CH:4]([CH2:7][CH2:8]1)[CH:3]([O:9][C:10]1[CH:11]=[CH:12][C:13]([C:16]3[CH:21]=[CH:20][CH:19]=[C:18]([NH2:22])[CH:17]=3)=[CH:14][CH:15]=1)[CH2:2]2. Given the reactants [N:1]12[CH2:8][CH2:7][CH:4]([CH2:5][CH2:6]1)[CH:3]([O:9][C:10]1[CH:15]=[CH:14][C:13]([C:16]3[CH:21]=[CH:20][CH:19]=[C:18]([NH2:22])[CH:17]=3)=[CH:12][CH:11]=1)[CH2:2]2.[ClH:23].O1CCOCC1, predict the reaction product. (4) Given the reactants [CH3:1][O:2][C:3]1[CH:4]=[C:5]2[C:9](=[CH:10][CH:11]=1)[C@H:8]([C@H:12]([CH3:16])[C:13]([OH:15])=[O:14])[CH2:7][CH2:6]2.[C:17](=O)(O)[O-].[Na+].IC.O, predict the reaction product. The product is: [CH3:1][O:2][C:3]1[CH:4]=[C:5]2[C:9](=[CH:10][CH:11]=1)[C@H:8]([C@H:12]([CH3:16])[C:13]([O:15][CH3:17])=[O:14])[CH2:7][CH2:6]2. (5) Given the reactants [O:1]1[CH2:5][CH2:4][CH:3]([CH:6]2[CH2:11][CH:10]([OH:12])[CH2:9][CH2:8][O:7]2)[CH2:2]1.C1C=C[NH+]=CC=1.[O-][Cr](Cl)(=O)=O, predict the reaction product. The product is: [O:1]1[CH2:5][CH2:4][CH:3]([CH:6]2[CH2:11][C:10](=[O:12])[CH2:9][CH2:8][O:7]2)[CH2:2]1. (6) Given the reactants [NH2:1][C:2](=O)[C@H:3]([NH:5][C:6](=[O:15])[O:7][CH2:8][C:9]1[CH:14]=[CH:13][CH:12]=[CH:11][CH:10]=1)[CH3:4].ClC1N=C(Cl)N=C(Cl)N=1.O, predict the reaction product. The product is: [C:2]([C@H:3]([NH:5][C:6](=[O:15])[O:7][CH2:8][C:9]1[CH:10]=[CH:11][CH:12]=[CH:13][CH:14]=1)[CH3:4])#[N:1]. (7) Given the reactants [NH2:1][C:2]1[S:3][C:4]2[C:9]([N:10]=1)=[CH:8][CH:7]=[C:6]([O:11][C:12]1[CH:13]=[CH:14][C:15]([F:26])=[C:16]([NH:18][C:19](=[O:25])[O:20][C:21]([CH3:24])([CH3:23])[CH3:22])[CH:17]=1)[N:5]=2.[CH:27]1([C:30](Cl)=[O:31])[CH2:29][CH2:28]1.O, predict the reaction product. The product is: [CH:27]1([C:30]([NH:1][C:2]2[S:3][C:4]3[C:9]([N:10]=2)=[CH:8][CH:7]=[C:6]([O:11][C:12]2[CH:13]=[CH:14][C:15]([F:26])=[C:16]([NH:18][C:19](=[O:25])[O:20][C:21]([CH3:22])([CH3:23])[CH3:24])[CH:17]=2)[N:5]=3)=[O:31])[CH2:29][CH2:28]1.